From a dataset of Forward reaction prediction with 1.9M reactions from USPTO patents (1976-2016). Predict the product of the given reaction. (1) Given the reactants Cl[C:2]([O:4][CH3:5])=[O:3].[Cl:6][C:7]1[CH:12]=[CH:11][C:10]([C@@H:13]([NH:15][CH2:16][CH2:17][C:18]([C:20]2[CH:25]=[CH:24][CH:23]=[CH:22][CH:21]=2)=[O:19])[CH3:14])=[CH:9][CH:8]=1.C([O-])([O-])=O.[Na+].[Na+].O(C(C)C)C(C)C, predict the reaction product. The product is: [CH3:5][O:4][C:2](=[O:3])[N:15]([C@H:13]([C:10]1[CH:11]=[CH:12][C:7]([Cl:6])=[CH:8][CH:9]=1)[CH3:14])[CH2:16][CH2:17][C:18](=[O:19])[C:20]1[CH:21]=[CH:22][CH:23]=[CH:24][CH:25]=1. (2) Given the reactants [CH:1]1([S:7]([C:10]([C:13]2[CH:18]=[C:17]([N:19]3[CH2:24][CH2:23][O:22][CH2:21][C@@H:20]3[CH3:25])[N:16]=[C:15]([C:26]3[CH:32]=[CH:31][C:29]([NH2:30])=[CH:28][CH:27]=3)[N:14]=2)([CH3:12])[CH3:11])(=[O:9])=[O:8])[CH2:6][CH2:5][CH2:4][CH2:3][CH2:2]1.C(=O)(O)[O-].[Na+].Cl[C:39]([O:41][C:42]1[CH:47]=[CH:46][CH:45]=[CH:44][CH:43]=1)=[O:40], predict the reaction product. The product is: [CH:1]1([S:7]([C:10]([C:13]2[CH:18]=[C:17]([N:19]3[CH2:24][CH2:23][O:22][CH2:21][C@@H:20]3[CH3:25])[N:16]=[C:15]([C:26]3[CH:32]=[CH:31][C:29]([NH:30][C:39](=[O:40])[O:41][C:42]4[CH:47]=[CH:46][CH:45]=[CH:44][CH:43]=4)=[CH:28][CH:27]=3)[N:14]=2)([CH3:11])[CH3:12])(=[O:9])=[O:8])[CH2:2][CH2:3][CH2:4][CH2:5][CH2:6]1. (3) Given the reactants [CH2:1]([O:8][C@H:9]([CH3:14])[C@H:10]([OH:13])[CH2:11][OH:12])[C:2]1[CH:7]=[CH:6][CH:5]=[CH:4][CH:3]=1.O.[C:16]1(C)[CH:21]=CC(S(O)(=O)=O)=C[CH:17]=1.COC(OC)(C)C.S([O-])([O-])(=O)=O.[Na+].[Na+], predict the reaction product. The product is: [CH2:1]([O:8][C@@H:9]([C@H:10]1[CH2:11][O:12][C:16]([CH3:21])([CH3:17])[O:13]1)[CH3:14])[C:2]1[CH:7]=[CH:6][CH:5]=[CH:4][CH:3]=1. (4) Given the reactants Br[C:2]1[CH:8]=[C:7]([N+:9]([O-:11])=[O:10])[CH:6]=[CH:5][C:3]=1[NH2:4].[C:12]([CH:14]1[CH2:16][CH2:15]1)#[CH:13], predict the reaction product. The product is: [CH:14]1([C:12]#[C:13][C:2]2[CH:8]=[C:7]([N+:9]([O-:11])=[O:10])[CH:6]=[CH:5][C:3]=2[NH2:4])[CH2:16][CH2:15]1. (5) The product is: [BrH:8].[Br:8][C:5]1[CH:4]=[N:3][C:2]2[N:7]([C:11]([C:12]([OH:14])=[O:13])=[CH:10][N:1]=2)[CH:6]=1. Given the reactants [NH2:1][C:2]1[N:7]=[CH:6][C:5]([Br:8])=[CH:4][N:3]=1.Br[CH2:10][C:11](=O)[C:12]([OH:14])=[O:13], predict the reaction product.